From a dataset of Catalyst prediction with 721,799 reactions and 888 catalyst types from USPTO. Predict which catalyst facilitates the given reaction. (1) Reactant: [CH2:1]([C:5]1[N:6]=[C:7]([CH3:27])[NH:8][C:9](=[O:26])[C:10]=1[CH2:11][C:12]1[CH:17]=[CH:16][C:15]([C:18]2[C:19]([C:24]#[N:25])=[CH:20][CH:21]=[CH:22][CH:23]=2)=[CH:14][CH:13]=1)[CH2:2][CH2:3][CH3:4].C(=O)([O-])[O-].[K+].[K+].Br[CH2:35][CH:36]1[CH2:40][CH2:39][CH2:38][O:37]1.CN(C)C=O. Product: [CH2:1]([C:5]1[N:6]=[C:7]([CH3:27])[N:8]([CH2:35][CH:36]2[CH2:40][CH2:39][CH2:38][O:37]2)[C:9](=[O:26])[C:10]=1[CH2:11][C:12]1[CH:17]=[CH:16][C:15]([C:18]2[C:19]([C:24]#[N:25])=[CH:20][CH:21]=[CH:22][CH:23]=2)=[CH:14][CH:13]=1)[CH2:2][CH2:3][CH3:4]. The catalyst class is: 13. (2) Reactant: [N:1]1([CH2:7][C:8]#[N:9])[CH2:6][CH2:5][NH:4][CH2:3][CH2:2]1.CCN(CC)CC.[Cl:17][C:18]1[CH:19]=[CH:20][C:21]2[CH:25]=[C:24]([S:26](Cl)(=[O:28])=[O:27])[S:23][C:22]=2[CH:30]=1. Product: [Cl:17][C:18]1[CH:19]=[CH:20][C:21]2[CH:25]=[C:24]([S:26]([N:4]3[CH2:5][CH2:6][N:1]([CH2:7][C:8]#[N:9])[CH2:2][CH2:3]3)(=[O:28])=[O:27])[S:23][C:22]=2[CH:30]=1. The catalyst class is: 2. (3) Product: [CH3:22][O:23][C:24]1[CH:25]=[CH:26][C:27]([CH:30]2[CH2:35][CH2:34][N:33]([C:2]3[C:3]([C:16]4[CH:21]=[CH:20][CH:19]=[CH:18][CH:17]=4)=[N:4][C:5]4[C:10]([N:11]=3)=[CH:9][C:8]([C:12]([O:14][CH3:15])=[O:13])=[CH:7][CH:6]=4)[CH2:32][CH2:31]2)=[CH:28][CH:29]=1. The catalyst class is: 3. Reactant: Cl[C:2]1[C:3]([C:16]2[CH:21]=[CH:20][CH:19]=[CH:18][CH:17]=2)=[N:4][C:5]2[C:10]([N:11]=1)=[CH:9][C:8]([C:12]([O:14][CH3:15])=[O:13])=[CH:7][CH:6]=2.[CH3:22][O:23][C:24]1[CH:29]=[CH:28][C:27]([CH:30]2[CH2:35][CH2:34][NH:33][CH2:32][CH2:31]2)=[CH:26][CH:25]=1.CCN(C(C)C)C(C)C.